Dataset: Forward reaction prediction with 1.9M reactions from USPTO patents (1976-2016). Task: Predict the product of the given reaction. Given the reactants Cl[C:2]1[N:7]=[N:6][C:5]2[S:8][CH2:9][CH2:10][O:11][C:4]=2[CH:3]=1.C(=O)([O-])[O-].[K+].[K+].B1(C=C)OB([CH:24]=[CH2:25])OB(C=C)O1.C1C=CN=CC=1.O, predict the reaction product. The product is: [CH:24]([C:2]1[N:7]=[N:6][C:5]2[S:8][CH2:9][CH2:10][O:11][C:4]=2[CH:3]=1)=[CH2:25].